From a dataset of Full USPTO retrosynthesis dataset with 1.9M reactions from patents (1976-2016). Predict the reactants needed to synthesize the given product. (1) Given the product [C:1]([O:5][C:6]([N:8]1[CH2:13][CH2:12][CH:11]([NH:14][CH2:20][C:19]2[CH:22]=[CH:23][C:16]([Cl:15])=[C:17]([N+:24]([O-:26])=[O:25])[CH:18]=2)[CH2:10][CH2:9]1)=[O:7])([CH3:4])([CH3:2])[CH3:3], predict the reactants needed to synthesize it. The reactants are: [C:1]([O:5][C:6]([N:8]1[CH2:13][CH2:12][CH:11]([NH2:14])[CH2:10][CH2:9]1)=[O:7])([CH3:4])([CH3:3])[CH3:2].[Cl:15][C:16]1[CH:23]=[CH:22][C:19]([CH:20]=O)=[CH:18][C:17]=1[N+:24]([O-:26])=[O:25].[BH4-].[Na+].C(O)(=O)C. (2) Given the product [CH3:1][C:2]1[N:3]=[C:4]([CH2:20][CH2:21][CH3:22])[N:5]([CH2:9][CH2:10][O:11][C:12]2[CH:19]=[CH:18][C:15]([CH:16]=[C:27]3[S:23][C:24](=[O:29])[NH:25][C:26]3=[O:28])=[CH:14][CH:13]=2)[C:6](=[O:8])[CH:7]=1, predict the reactants needed to synthesize it. The reactants are: [CH3:1][C:2]1[N:3]=[C:4]([CH2:20][CH2:21][CH3:22])[N:5]([CH2:9][CH2:10][O:11][C:12]2[CH:19]=[CH:18][C:15]([CH:16]=O)=[CH:14][CH:13]=2)[C:6](=[O:8])[CH:7]=1.[S:23]1[CH2:27][C:26](=[O:28])[NH:25][C:24]1=[O:29].C(O)(=O)C1C=CC=CC=1.N1CCCCC1. (3) The reactants are: [Si]([O:8][CH2:9][CH2:10][C@H:11]1[C:16]2[CH:17]=[CH:18][C:19]([C:21]3[CH:22]=[N:23][CH:24]=[CH:25][CH:26]=3)=[CH:20][C:15]=2[CH2:14][CH2:13][O:12]1)(C(C)(C)C)(C)C. Given the product [N:23]1[CH:24]=[CH:25][CH:26]=[C:21]([C:19]2[CH:18]=[CH:17][C:16]3[C@H:11]([CH2:10][CH2:9][OH:8])[O:12][CH2:13][CH2:14][C:15]=3[CH:20]=2)[CH:22]=1, predict the reactants needed to synthesize it. (4) The reactants are: C([O:14][C:15]1[C:16]2[C:35](=[O:36])[N:34]([CH2:37][C:38]3[CH:43]=[CH:42][C:41]([F:44])=[CH:40][CH:39]=3)[CH2:33][C:17]=2[C:18]([C:25]2[C:26]([O:31][CH3:32])=[N:27][CH:28]=[CH:29][CH:30]=2)=[C:19]2[C:24]=1[N:23]=[CH:22][CH:21]=[CH:20]2)(C1C=CC=CC=1)C1C=CC=CC=1.[F:45][C:46]([F:51])([F:50])[C:47]([OH:49])=[O:48].C([SiH](CC)CC)C. Given the product [F:44][C:41]1[CH:40]=[CH:39][C:38]([CH2:37][N:34]2[C:35](=[O:36])[C:16]3[C:15]([OH:14])=[C:24]4[C:19]([CH:20]=[CH:21][CH:22]=[N:23]4)=[C:18]([C:25]4[C:26]([O:31][CH3:32])=[N:27][CH:28]=[CH:29][CH:30]=4)[C:17]=3[CH2:33]2)=[CH:43][CH:42]=1.[C:47]([OH:49])([C:46]([F:51])([F:50])[F:45])=[O:48], predict the reactants needed to synthesize it.